From a dataset of Forward reaction prediction with 1.9M reactions from USPTO patents (1976-2016). Predict the product of the given reaction. (1) Given the reactants [C:1]([O:4][C@H:5]1[CH2:10][CH2:9][C@H:8]([C:11]2[N:15]3[CH:16]=[CH:17][N:18]=[C:19]([CH3:20])[C:14]3=[C:13](Br)[N:12]=2)[CH2:7][CH2:6]1)(=[O:3])[CH3:2].[CH3:22][O:23][C:24]1[CH:32]=[CH:31][CH:30]=[C:29]2[C:25]=1[CH:26]=[C:27]([C:34]([NH:36][C:37]1[CH:42]=[CH:41][C:40](B3OC(C)(C)C(C)(C)O3)=[CH:39][C:38]=1[O:52][CH3:53])=[O:35])[N:28]2[CH3:33], predict the reaction product. The product is: [C:1]([O:4][C@H:5]1[CH2:10][CH2:9][C@H:8]([C:11]2[N:15]3[CH:16]=[CH:17][N:18]=[C:19]([CH3:20])[C:14]3=[C:13]([C:40]3[CH:41]=[CH:42][C:37]([NH:36][C:34]([C:27]4[N:28]([CH3:33])[C:29]5[C:25]([CH:26]=4)=[C:24]([O:23][CH3:22])[CH:32]=[CH:31][CH:30]=5)=[O:35])=[C:38]([O:52][CH3:53])[CH:39]=3)[N:12]=2)[CH2:7][CH2:6]1)(=[O:3])[CH3:2]. (2) Given the reactants [CH:1]1([CH2:4][O:5][C:6]2[CH:25]=[CH:24][C:9]3[CH:10]=[C:11]([C@H:13]4[CH2:18][CH2:17][C@H:16]([O:19][CH2:20][CH:21]([NH2:23])[CH3:22])[CH2:15][CH2:14]4)[O:12][C:8]=3[CH:7]=2)[CH2:3][CH2:2]1.[C:26](OC(=O)C)(=[O:28])[CH3:27], predict the reaction product. The product is: [CH:1]1([CH2:4][O:5][C:6]2[CH:25]=[CH:24][C:9]3[CH:10]=[C:11]([C@H:13]4[CH2:18][CH2:17][C@H:16]([O:19][CH2:20][CH:21]([NH:23][C:26](=[O:28])[CH3:27])[CH3:22])[CH2:15][CH2:14]4)[O:12][C:8]=3[CH:7]=2)[CH2:3][CH2:2]1.